From a dataset of Full USPTO retrosynthesis dataset with 1.9M reactions from patents (1976-2016). Predict the reactants needed to synthesize the given product. (1) Given the product [CH3:1][C:2]1[CH:7]=[CH:6][CH:5]=[C:4]([C:8]#[C:9][CH:10]=[C:11]2[CH2:12][CH2:13][N:14]([C:18]3[CH:19]=[N:20][CH:21]=[C:22]([C:24]([F:27])([F:26])[F:25])[CH:23]=3)[CH2:15][CH2:16]2)[N:3]=1, predict the reactants needed to synthesize it. The reactants are: [CH3:1][C:2]1[CH:7]=[CH:6][CH:5]=[C:4]([C:8]#[C:9][CH:10]=[C:11]2[CH2:16][CH2:15][NH:14][CH2:13][CH2:12]2)[N:3]=1.Br[C:18]1[CH:19]=[N:20][CH:21]=[C:22]([C:24]([F:27])([F:26])[F:25])[CH:23]=1.CCN(C(C)C)C(C)C.CN1CCCC1=O. (2) Given the product [CH2:1]([O:8][C:9]1[C:14]([CH2:15][N:16]2[C:22](=[O:24])[C:21]3[C:27]([CH3:37])=[C:28]([O:32][CH:43]([CH3:45])[CH3:44])[CH:29]=[C:30]([Br:31])[C:20]=3[O:19][CH2:18][CH2:17]2)=[C:13]([CH3:38])[CH:12]=[C:11]([CH3:39])[N:10]=1)[C:2]1[CH:3]=[CH:4][CH:5]=[CH:6][CH:7]=1, predict the reactants needed to synthesize it. The reactants are: [CH2:1]([O:8][C:9]1[C:14]([CH2:15][NH:16][CH2:17][CH2:18][O:19][C:20]2[C:30]([Br:31])=[CH:29][C:28]([O:32]S(C)(=O)=O)=[C:27]([CH3:37])[C:21]=2[C:22]([O:24]CC)=O)=[C:13]([CH3:38])[CH:12]=[C:11]([CH3:39])[N:10]=1)[C:2]1[CH:7]=[CH:6][CH:5]=[CH:4][CH:3]=1.[OH-].[Na+].Cl.[CH:43](N(CC)C(C)C)([CH3:45])[CH3:44].C(=O)([O-])[O-].[Cs+].[Cs+].IC(C)C. (3) Given the product [F:35][C:30]1[CH:31]=[CH:32][CH:33]=[CH:34][C:29]=1[CH:26]1[CH2:25][CH2:24][N:23]([S:20]([C:16]2[N:15]=[C:14]([N:11]3[CH2:12][CH2:13][NH:8][CH2:9][CH2:10]3)[CH:19]=[CH:18][CH:17]=2)(=[O:21])=[O:22])[CH2:28][CH2:27]1, predict the reactants needed to synthesize it. The reactants are: C(OC([N:8]1[CH2:13][CH2:12][N:11]([C:14]2[CH:19]=[CH:18][CH:17]=[C:16]([S:20]([N:23]3[CH2:28][CH2:27][CH:26]([C:29]4[CH:34]=[CH:33][CH:32]=[CH:31][C:30]=4[F:35])[CH2:25][CH2:24]3)(=[O:22])=[O:21])[N:15]=2)[CH2:10][CH2:9]1)=O)(C)(C)C. (4) Given the product [CH2:47]([CH:40]([CH2:41][CH2:42][CH2:43][CH3:44])[CH2:39][CH2:38][C:22]1[C:8]2[S:9][C:10]([Si:12]([CH:16]([CH3:18])[CH3:17])([CH:19]([CH3:20])[CH3:21])[CH:13]([CH3:15])[CH3:14])=[CH:11][C:7]=2[C:6]([CH2:5][CH2:4][CH:3]([CH2:1][CH3:2])[CH2:49][CH2:50][CH2:51][CH3:52])=[C:24]2[S:25][C:26]([Si:28]([CH:35]([CH3:36])[CH3:37])([CH:32]([CH3:33])[CH3:34])[CH:29]([CH3:30])[CH3:31])=[CH:27][C:23]=12)[CH3:48], predict the reactants needed to synthesize it. The reactants are: [CH2:1]([CH:3]([CH2:49][CH2:50][CH2:51][CH3:52])[C:4]#[C:5][C:6]1[C:24]2[S:25][C:26]([Si:28]([CH:35]([CH3:37])[CH3:36])([CH:32]([CH3:34])[CH3:33])[CH:29]([CH3:31])[CH3:30])=[CH:27][C:23]=2[C:22]([C:38]#[C:39][CH:40]([CH2:47][CH3:48])[CH2:41][CH2:42][CH2:43][CH2:44]CC)=[C:8]2[S:9][C:10]([Si:12]([CH:19]([CH3:21])[CH3:20])([CH:16]([CH3:18])[CH3:17])[CH:13]([CH3:15])[CH3:14])=[CH:11][C:7]=12)[CH3:2]. (5) Given the product [CH3:1][O:2][C:3]([C:5]1[CH:13]=[C:12]2[C:8]([C:9]([CH2:14][N:15]([C:28]([O:30][C:31]([CH3:34])([CH3:33])[CH3:32])=[O:29])[C:16]3[CH:21]=[CH:20][C:19]([N:22]4[CH2:23][CH2:24][O:25][CH2:26][CH2:27]4)=[CH:18][CH:17]=3)=[CH:10][N:11]2[CH3:37])=[CH:7][CH:6]=1)=[O:4], predict the reactants needed to synthesize it. The reactants are: [CH3:1][O:2][C:3]([C:5]1[CH:13]=[C:12]2[C:8]([C:9]([CH2:14][N:15]([C:28]([O:30][C:31]([CH3:34])([CH3:33])[CH3:32])=[O:29])[C:16]3[CH:21]=[CH:20][C:19]([N:22]4[CH2:27][CH2:26][O:25][CH2:24][CH2:23]4)=[CH:18][CH:17]=3)=[CH:10][NH:11]2)=[CH:7][CH:6]=1)=[O:4].[H-].[Na+].[CH3:37]I. (6) Given the product [Br:22][C:23]1[CH:28]=[CH:27][C:26]([C:12]#[C:11][Si:4]([CH:5]([CH3:6])[CH3:7])([CH:1]([CH3:3])[CH3:2])[CH:8]([CH3:10])[CH3:9])=[CH:25][CH:24]=1, predict the reactants needed to synthesize it. The reactants are: [CH:1]([Si:4]([C:11]#[CH:12])([CH:8]([CH3:10])[CH3:9])[CH:5]([CH3:7])[CH3:6])([CH3:3])[CH3:2].C(N(CC)CC)C.O=O.[Br:22][C:23]1[CH:28]=[CH:27][C:26](I)=[CH:25][CH:24]=1.